Dataset: Forward reaction prediction with 1.9M reactions from USPTO patents (1976-2016). Task: Predict the product of the given reaction. Given the reactants C[O:2][C:3]([C@H:5]1[CH2:10][CH2:9][C@H:8]([C:11]2[O:12][C:13]([Cl:17])=[C:14]([CH3:16])[N:15]=2)[CH2:7][CH2:6]1)=[O:4].[OH-].[Na+], predict the reaction product. The product is: [Cl:17][C:13]1[O:12][C:11]([C@H:8]2[CH2:7][CH2:6][C@H:5]([C:3]([OH:4])=[O:2])[CH2:10][CH2:9]2)=[N:15][C:14]=1[CH3:16].